From a dataset of Reaction yield outcomes from USPTO patents with 853,638 reactions. Predict the reaction yield, written as a fraction of the theoretical maximum amount of product (1.0 means a 100% yield; for example, 0.34 means a 34% yield). (1) The catalyst is Cl.O. The product is [CH2:9]([O:8][C:6](=[O:7])[C:5]([CH2:26][CH2:27][CH2:28][CH2:29][C:30]([CH3:39])([CH3:40])[CH2:31][OH:32])([CH2:11][CH2:12][CH2:13][CH2:14][C:15]([CH3:24])([CH3:25])[CH2:16][OH:17])[C:4]([O:3][CH2:1][CH3:2])=[O:41])[CH3:10]. The yield is 0.840. The reactants are [CH2:1]([O:3][C:4](=[O:41])[C:5]([CH2:26][CH2:27][CH2:28][CH2:29][C:30]([CH3:40])([CH3:39])[CH2:31][O:32]C1CCCCO1)([CH2:11][CH2:12][CH2:13][CH2:14][C:15]([CH3:25])([CH3:24])[CH2:16][O:17]C1CCCCO1)[C:6]([O:8][CH2:9][CH3:10])=[O:7])[CH3:2].C(O)C. (2) The reactants are [C:1]1([NH:7]N)[CH:6]=[CH:5][CH:4]=[CH:3][CH:2]=1.B(F)(F)F.[CH3:13][CH2:14]OCC. The catalyst is C(O)(=O)C.C(Cl)Cl. The product is [NH:7]1[C:1]2[C:6](=[CH:5][CH:4]=[CH:3][CH:2]=2)[CH:14]=[CH:13]1. The yield is 0.780. (3) The reactants are [C:1]([OH:20])(=[O:19])[CH2:2][CH2:3][CH2:4][CH2:5][CH2:6][CH2:7][CH2:8]/[CH:9]=[CH:10]\[CH2:11][CH2:12][CH2:13][CH2:14][CH2:15][CH2:16][CH2:17][CH3:18].C[O-].[Na+].[CH3:24][C:25](C)=O. No catalyst specified. The product is [C:1]([OH:20])(=[O:19])[CH2:2][CH2:3][CH2:4][CH2:5][CH2:6][CH2:7][CH2:8][CH2:9][CH2:10][CH2:11][CH2:12][CH2:13][CH2:14][CH2:15][CH2:16][CH2:17][CH2:18][CH2:24][CH3:25]. The yield is 0.290. (4) The reactants are [N+:1]([C:4]1[CH:5]=[CH:6][C:7]([O:12][CH2:13][CH2:14][CH3:15])=[C:8]([CH:11]=1)[CH:9]=[O:10])([O-:3])=[O:2].OCC1C=C([N+]([O-])=O)C=CC=1O. No catalyst specified. The product is [N+:1]([C:4]1[CH:5]=[CH:6][C:7]([O:12][CH2:13][CH2:14][CH3:15])=[C:8]([CH:11]=1)[CH2:9][OH:10])([O-:3])=[O:2]. The yield is 0.930. (5) The catalyst is O1CCOCC1.O.C1C=CC([P]([Pd]([P](C2C=CC=CC=2)(C2C=CC=CC=2)C2C=CC=CC=2)([P](C2C=CC=CC=2)(C2C=CC=CC=2)C2C=CC=CC=2)[P](C2C=CC=CC=2)(C2C=CC=CC=2)C2C=CC=CC=2)(C2C=CC=CC=2)C2C=CC=CC=2)=CC=1. The product is [CH2:23]([S:20]([N:17]1[CH2:18][CH2:19][CH:14]([C:5]2[C:4]3[C:8](=[C:9]([C:11]([NH2:13])=[O:12])[CH:10]=[C:2]([C:31]4[CH:30]=[CH:29][CH:28]=[C:27]([CH2:26][OH:25])[CH:32]=4)[CH:3]=3)[NH:7][N:6]=2)[CH2:15][CH2:16]1)(=[O:22])=[O:21])[CH3:24]. The yield is 0.680. The reactants are Br[C:2]1[CH:3]=[C:4]2[C:8](=[C:9]([C:11]([NH2:13])=[O:12])[CH:10]=1)[NH:7][N:6]=[C:5]2[CH:14]1[CH2:19][CH2:18][N:17]([S:20]([CH2:23][CH3:24])(=[O:22])=[O:21])[CH2:16][CH2:15]1.[OH:25][CH2:26][C:27]1[CH:28]=[C:29](B(O)O)[CH:30]=[CH:31][CH:32]=1.C(=O)([O-])[O-].[Cs+].[Cs+]. (6) The reactants are Br[C:2]1[CH:7]=[CH:6][C:5]([S:8]([NH:11][CH2:12][CH:13]([CH3:15])[CH3:14])(=[O:10])=[O:9])=[CH:4][CH:3]=1.[C:16]([C:18]1[N:22]([CH3:23])[C:21](B(O)O)=[CH:20][CH:19]=1)#[N:17].[F-].[K+].C(P(C(C)(C)C)C(C)(C)C)(C)(C)C. The catalyst is C1C=CC(/C=C/C(/C=C/C2C=CC=CC=2)=O)=CC=1.C1C=CC(/C=C/C(/C=C/C2C=CC=CC=2)=O)=CC=1.C1C=CC(/C=C/C(/C=C/C2C=CC=CC=2)=O)=CC=1.[Pd].[Pd]. The product is [C:16]([C:18]1[N:22]([CH3:23])[C:21]([C:2]2[CH:7]=[CH:6][C:5]([S:8]([NH:11][CH2:12][CH:13]([CH3:15])[CH3:14])(=[O:10])=[O:9])=[CH:4][CH:3]=2)=[CH:20][CH:19]=1)#[N:17]. The yield is 0.0900.